This data is from hERG potassium channel inhibition data for cardiac toxicity prediction from Karim et al.. The task is: Regression/Classification. Given a drug SMILES string, predict its toxicity properties. Task type varies by dataset: regression for continuous values (e.g., LD50, hERG inhibition percentage) or binary classification for toxic/non-toxic outcomes (e.g., AMES mutagenicity, cardiotoxicity, hepatotoxicity). Dataset: herg_karim. The molecule is Cc1ccccc1-c1nc2cn(-c3ccc(Cl)cc3)nc2c(=O)n1CC1CCCN(C(C)C)C1. The result is 1 (blocker).